Binary Classification. Given a T-cell receptor sequence (or CDR3 region) and an epitope sequence, predict whether binding occurs between them. From a dataset of TCR-epitope binding with 47,182 pairs between 192 epitopes and 23,139 TCRs. The epitope is LPPAYTNSF. The TCR CDR3 sequence is CASSPSNEKLFF. Result: 1 (the TCR binds to the epitope).